Dataset: CYP2C9 substrate classification data from Carbon-Mangels et al.. Task: Regression/Classification. Given a drug SMILES string, predict its absorption, distribution, metabolism, or excretion properties. Task type varies by dataset: regression for continuous measurements (e.g., permeability, clearance, half-life) or binary classification for categorical outcomes (e.g., BBB penetration, CYP inhibition). Dataset: cyp2c9_substrate_carbonmangels. The compound is O=c1[nH]cc(F)c(=O)[nH]1. The result is 0 (non-substrate).